Dataset: Catalyst prediction with 721,799 reactions and 888 catalyst types from USPTO. Task: Predict which catalyst facilitates the given reaction. (1) Reactant: [C:1](N1C=CC=CC1=O)(N1C=CC=CC1=O)=[S:2].[F:17][C:18]1[CH:19]=[C:20]([N:32]2[CH2:36][C@H:35]([CH2:37][NH2:38])[O:34][C:33]2=[O:39])[CH:21]=[CH:22][C:23]=1[CH:24]1[CH2:29][CH2:28][S:27](=[O:31])(=[O:30])[CH2:26][CH2:25]1. Product: [F:17][C:18]1[CH:19]=[C:20]([N:32]2[CH2:36][C@@H:35]([CH2:37][N:38]=[C:1]=[S:2])[O:34][C:33]2=[O:39])[CH:21]=[CH:22][C:23]=1[CH:24]1[CH2:25][CH2:26][S:27](=[O:30])(=[O:31])[CH2:28][CH2:29]1. The catalyst class is: 2. (2) Reactant: [CH2:1]([N:3]1[CH:7]=[C:6]([CH:8]=O)[C:5]([O:10][CH2:11][C:12]2[CH:17]=[CH:16][C:15]([O:18][CH2:19][C:20]3[N:21]=[C:22]([C:26]4[O:27][CH:28]=[CH:29][CH:30]=4)[O:23][C:24]=3[CH3:25])=[C:14]([O:31][CH3:32])[CH:13]=2)=[N:4]1)[CH3:2].[CH2:33]([P:42](=[O:49])([O:46][CH2:47][CH3:48])[O:43][CH2:44][CH3:45])P(=O)(OCC)OCC.CN(C)C=O.[H-].[Na+]. Product: [CH2:1]([N:3]1[CH:7]=[C:6](/[CH:8]=[CH:33]/[P:42](=[O:49])([O:43][CH2:44][CH3:45])[O:46][CH2:47][CH3:48])[C:5]([O:10][CH2:11][C:12]2[CH:17]=[CH:16][C:15]([O:18][CH2:19][C:20]3[N:21]=[C:22]([C:26]4[O:27][CH:28]=[CH:29][CH:30]=4)[O:23][C:24]=3[CH3:25])=[C:14]([O:31][CH3:32])[CH:13]=2)=[N:4]1)[CH3:2]. The catalyst class is: 6. (3) Reactant: [OH:1][CH2:2][C@@H:3]1[CH2:7][CH2:6][N:5]([C:8]([O:10][C:11]([CH3:14])([CH3:13])[CH3:12])=[O:9])[CH2:4]1.C(N(CC)CC)C.[CH3:22][S:23](Cl)(=[O:25])=[O:24].C(O)(=O)CC(CC(O)=O)(C(O)=O)O. Product: [CH3:22][S:23]([O:1][CH2:2][C@@H:3]1[CH2:7][CH2:6][N:5]([C:8]([O:10][C:11]([CH3:14])([CH3:13])[CH3:12])=[O:9])[CH2:4]1)(=[O:25])=[O:24]. The catalyst class is: 4. (4) Reactant: I[Si](C)(C)C.[Cl:6][C:7]1[CH:58]=[CH:57][C:10]([CH2:11][CH:12]2[N:17]3[C:18](=[O:52])[CH:19]([NH:33][C:34]([CH:36]4[CH2:41][CH2:40][N:39](C(OCC5C=CC=CC=5)=O)[CH2:38][CH2:37]4)=[O:35])[CH2:20][N:21]([S:22]([C:25]4[CH:30]=[CH:29][C:28]([Cl:31])=[CH:27][C:26]=4[Cl:32])(=[O:24])=[O:23])[CH:16]3[CH2:15][N:14]([CH:53]([CH3:55])[CH3:54])[C:13]2=[O:56])=[CH:9][CH:8]=1. Product: [Cl:6][C:7]1[CH:8]=[CH:9][C:10]([CH2:11][CH:12]2[N:17]3[C:18](=[O:52])[CH:19]([NH:33][C:34]([CH:36]4[CH2:41][CH2:40][NH:39][CH2:38][CH2:37]4)=[O:35])[CH2:20][N:21]([S:22]([C:25]4[CH:30]=[CH:29][C:28]([Cl:31])=[CH:27][C:26]=4[Cl:32])(=[O:24])=[O:23])[CH:16]3[CH2:15][N:14]([CH:53]([CH3:55])[CH3:54])[C:13]2=[O:56])=[CH:57][CH:58]=1. The catalyst class is: 10. (5) Reactant: [CH3:1][C:2](=[O:7])[CH2:3][C:4](=O)[CH3:5].CC1C=CC(S(OC[C:20]2[CH:25]=[CH:24][CH:23]=C[C:21]=2[S:26]([N:29]2[CH2:33][CH2:32][CH2:31][CH2:30]2)(=[O:28])=[O:27])(=O)=O)=CC=1.C(=O)([O-])[O-].[K+].[K+]. Product: [N:29]1([S:26]([C:21]2[CH:20]=[CH:25][CH:24]=[CH:23][C:5]=2[CH2:4][CH2:3][C:2](=[O:7])[CH3:1])(=[O:28])=[O:27])[CH2:30][CH2:31][CH2:32][CH2:33]1. The catalyst class is: 14. (6) Reactant: [CH:1]1([N:5]2[CH2:11][CH2:10][C:9]3[CH:12]=[CH:13][C:14]([CH2:16][C:17]4[CH:25]=[CH:24][C:20]([C:21](O)=[O:22])=[CH:19][CH:18]=4)=[CH:15][C:8]=3[CH2:7][CH2:6]2)[CH2:4][CH2:3][CH2:2]1.C1([N:32]=C=NC2CCCCC2)CCCCC1.ON1C2C=CC=CC=2N=N1.N. Product: [CH:1]1([N:5]2[CH2:11][CH2:10][C:9]3[CH:12]=[CH:13][C:14]([CH2:16][C:17]4[CH:25]=[CH:24][C:20]([C:21]([NH2:32])=[O:22])=[CH:19][CH:18]=4)=[CH:15][C:8]=3[CH2:7][CH2:6]2)[CH2:4][CH2:3][CH2:2]1. The catalyst class is: 9.